Dataset: Full USPTO retrosynthesis dataset with 1.9M reactions from patents (1976-2016). Task: Predict the reactants needed to synthesize the given product. Given the product [Br:1][C:2]1[CH:3]=[CH:4][C:5]2[O:9][CH:8]([OH:10])[C:7]([CH3:11])([CH3:12])[C:6]=2[CH:13]=1, predict the reactants needed to synthesize it. The reactants are: [Br:1][C:2]1[CH:3]=[CH:4][C:5]2[O:9][C:8](=[O:10])[C:7]([CH3:12])([CH3:11])[C:6]=2[CH:13]=1.CC(C[AlH]CC(C)C)C.